This data is from Catalyst prediction with 721,799 reactions and 888 catalyst types from USPTO. The task is: Predict which catalyst facilitates the given reaction. (1) Reactant: [C:1]([O:5][C:6]([NH:8][C@@H:9]([CH2:37][C:38]1[CH:39]=[N:40][C:41]([C:44]([F:47])([F:46])[F:45])=[CH:42][CH:43]=1)[CH2:10][CH2:11][C:12]1[S:16][C:15]([C:17]2[CH:18]=[CH:19][C:20]([N+:34]([O-:36])=[O:35])=[C:21]([CH:23](C(OCC)=O)[C:24]([O:26][CH2:27][CH3:28])=[O:25])[CH:22]=2)=[N:14][N:13]=1)=[O:7])([CH3:4])([CH3:3])[CH3:2].O.[Cl-].[Li+]. Product: [C:1]([O:5][C:6]([NH:8][C@@H:9]([CH2:37][C:38]1[CH:39]=[N:40][C:41]([C:44]([F:47])([F:46])[F:45])=[CH:42][CH:43]=1)[CH2:10][CH2:11][C:12]1[S:16][C:15]([C:17]2[CH:18]=[CH:19][C:20]([N+:34]([O-:36])=[O:35])=[C:21]([CH2:23][C:24]([O:26][CH2:27][CH3:28])=[O:25])[CH:22]=2)=[N:14][N:13]=1)=[O:7])([CH3:2])([CH3:3])[CH3:4]. The catalyst class is: 16. (2) Reactant: [Cl:1][C:2]1[C:3]([F:11])=[N:4][C:5]([F:10])=[C:6]([Cl:9])[C:7]=1F.[C:12]([O:25][CH2:26][C:27]1[CH:32]=[CH:31][CH:30]=[CH:29][CH:28]=1)(=[O:24])[CH2:13][C:14]([O:16][CH2:17][C:18]1[CH:23]=[CH:22][CH:21]=[CH:20][CH:19]=1)=[O:15].[H-].[Na+].C(O)(=O)C. Product: [Cl:1][C:2]1[C:3]([F:11])=[N:4][C:5]([F:10])=[C:6]([Cl:9])[C:7]=1[CH:13]([C:12]([O:25][CH2:26][C:27]1[CH:32]=[CH:31][CH:30]=[CH:29][CH:28]=1)=[O:24])[C:14]([O:16][CH2:17][C:18]1[CH:23]=[CH:22][CH:21]=[CH:20][CH:19]=1)=[O:15]. The catalyst class is: 3. (3) Reactant: C([O:3][C:4](=O)[CH2:5][CH2:6][C@H:7]1[CH2:12][CH2:11][C@@H:10]([NH:13][C:14]([C:16]2[C:24]3[C:19](=[CH:20][CH:21]=[CH:22][CH:23]=3)[N:18]([CH:25]([CH3:27])[CH3:26])[N:17]=2)=[O:15])[CH2:9][N:8]1[C:28]([O:30][C:31]([CH3:34])([CH3:33])[CH3:32])=[O:29])C.[BH4-].[Li+]. Product: [OH:3][CH2:4][CH2:5][CH2:6][C@H:7]1[CH2:12][CH2:11][C@@H:10]([NH:13][C:14]([C:16]2[C:24]3[C:19](=[CH:20][CH:21]=[CH:22][CH:23]=3)[N:18]([CH:25]([CH3:27])[CH3:26])[N:17]=2)=[O:15])[CH2:9][N:8]1[C:28]([O:30][C:31]([CH3:33])([CH3:32])[CH3:34])=[O:29]. The catalyst class is: 7. (4) Reactant: [CH2:1]=[CH:2][CH2:3][CH2:4][CH2:5][CH3:6].[C:7]1([CH3:13])[CH:12]=[CH:11]C=[CH:9][CH:8]=1.Cl[CH2:15]Cl. Product: [CH2:2]([C:1]12[CH2:13][CH:7]([CH2:12][CH2:11]1)[CH:8]=[CH:9]2)[CH2:3][CH2:4][CH2:5][CH2:6][CH3:15]. The catalyst class is: 728. (5) The catalyst class is: 20. Product: [OH:11][CH2:10][C@H:9]([NH:8][C:6](=[O:7])[O:5][C:1]([CH3:3])([CH3:2])[CH3:4])[CH:14]1[CH2:19][CH2:18][N:17]([C:20]2[N:25]=[C:24]([C:26]3[CH:35]=[CH:34][C:33]4[C:28](=[CH:29][CH:30]=[CH:31][CH:32]=4)[CH:27]=3)[CH:23]=[CH:22][N:21]=2)[CH2:16][CH2:15]1. Reactant: [C:1]([O:5][C:6]([NH:8][C@H:9]([CH:14]1[CH2:19][CH2:18][N:17]([C:20]2[N:25]=[C:24]([C:26]3[CH:35]=[CH:34][C:33]4[C:28](=[CH:29][CH:30]=[CH:31][CH:32]=4)[CH:27]=3)[CH:23]=[CH:22][N:21]=2)[CH2:16][CH2:15]1)[C:10](OC)=[O:11])=[O:7])([CH3:4])([CH3:3])[CH3:2].[Li+].[BH4-]. (6) Reactant: [C:1]1([Si:7]([C:10]2[CH:15]=[CH:14][CH:13]=[CH:12][CH:11]=2)([OH:9])[OH:8])[CH:6]=[CH:5][CH:4]=[CH:3][CH:2]=1.[CH2:16](O[SiH](OCC)OCC)[CH3:17].[SiH2](O)O.O1CC[CH2:31][CH2:30]1. Product: [CH2:16]([O:8][Si:7]([C:10]1[CH:15]=[CH:14][CH:13]=[CH:12][CH:11]=1)([C:1]1[CH:2]=[CH:3][CH:4]=[CH:5][CH:6]=1)[OH:9])[CH3:17].[CH2:16]([O:8][Si:7]([O:9][CH2:30][CH3:31])([C:10]1[CH:15]=[CH:14][CH:13]=[CH:12][CH:11]=1)[C:1]1[CH:2]=[CH:3][CH:4]=[CH:5][CH:6]=1)[CH3:17]. The catalyst class is: 328. (7) Reactant: [Cl:1][C:2]1[C:3]([NH2:8])=[N:4][CH:5]=[CH:6][N:7]=1.[CH2:9](C(OCC)(OCC)CBr)[CH3:10].C(=O)([O-])[O-].[K+].[K+]. Product: [Cl:1][C:2]1[C:3]2[N:4]([CH:9]=[CH:10][N:8]=2)[CH:5]=[CH:6][N:7]=1. The catalyst class is: 90. (8) Reactant: [F:1][C:2]1[C:3]([O:27][CH3:28])=[CH:4][CH:5]=[C:6]2[C:11]=1[C:10]([CH3:13])([CH3:12])[C:9](=[O:14])[C:8]([C:15]([NH:17][CH2:18][C:19]([O:21]C(C)(C)C)=[O:20])=[O:16])=[C:7]2[OH:26]. Product: [F:1][C:2]1[C:3]([O:27][CH3:28])=[CH:4][CH:5]=[C:6]2[C:11]=1[C:10]([CH3:13])([CH3:12])[C:9](=[O:14])[C:8]([C:15]([NH:17][CH2:18][C:19]([OH:21])=[O:20])=[O:16])=[C:7]2[OH:26]. The catalyst class is: 67.